Dataset: Retrosynthesis with 50K atom-mapped reactions and 10 reaction types from USPTO. Task: Predict the reactants needed to synthesize the given product. (1) Given the product [N-]=[N+]=NCC(=O)c1ccc(O)c(O)c1, predict the reactants needed to synthesize it. The reactants are: O=C(CCl)c1ccc(O)c(O)c1.[N-]=[N+]=[N-]. (2) Given the product CC(C)(C)OC(=O)[C@@H]1CSC(c2ccccc2)N1, predict the reactants needed to synthesize it. The reactants are: C=C(C)C.O=C(O)[C@@H]1CSC(c2ccccc2)N1. (3) The reactants are: CC(C)(C)OC(=O)N1CC[C@H](Nc2nc(-c3ccccc3O)nc3ccc(C#CCO)cc23)C1. Given the product OCC#Cc1ccc2nc(-c3ccccc3O)nc(N[C@H]3CCNC3)c2c1, predict the reactants needed to synthesize it. (4) Given the product CC(C)(C)OC(=O)N(Cc1cc(CO)cc(Cl)c1Cl)C1CC1, predict the reactants needed to synthesize it. The reactants are: CC(C)(C)OC(=O)N(Cc1cc(C=O)cc(Cl)c1Cl)C1CC1. (5) Given the product CC(=O)N1c2ccccc2[C@H]2[C@@H](CCN2C(=O)[C@H]2CCCC[C@H]2NC(=O)c2ccccc2)[C@@H]1c1ccccc1, predict the reactants needed to synthesize it. The reactants are: CC(=O)Cl.O=C(N[C@@H]1CCCC[C@@H]1C(=O)N1CC[C@@H]2[C@H](c3ccccc3)Nc3ccccc3[C@@H]21)c1ccccc1. (6) Given the product CC(O)CCCn1c(Cc2cc3c(cc2I)OCO3)nc2c(N)nc(F)nc21, predict the reactants needed to synthesize it. The reactants are: CC(=O)CCCn1c(Cc2cc3c(cc2I)OCO3)nc2c(N)nc(F)nc21. (7) Given the product CCOC(=O)CC(c1ccnc(COc2ccc(-c3cc(OC)ccc3F)c(CC(C)(C)C#N)c2)c1)C1CC1, predict the reactants needed to synthesize it. The reactants are: CCOC(=O)CC(c1ccnc(CO)c1)C1CC1.COc1ccc(F)c(-c2ccc(O)cc2CC(C)(C)C#N)c1.